From a dataset of Peptide-MHC class I binding affinity with 185,985 pairs from IEDB/IMGT. Regression. Given a peptide amino acid sequence and an MHC pseudo amino acid sequence, predict their binding affinity value. This is MHC class I binding data. The binding affinity (normalized) is 0.0847. The peptide sequence is SPREECGVF. The MHC is HLA-B51:01 with pseudo-sequence HLA-B51:01.